Dataset: Forward reaction prediction with 1.9M reactions from USPTO patents (1976-2016). Task: Predict the product of the given reaction. (1) Given the reactants C(N(CC)CC)C.[CH:8]([C:10]1[C:18]2[C:13](=[CH:14][CH:15]=[CH:16][CH:17]=2)[N:12](C(OC(C)(C)C)=O)[CH:11]=1)=[O:9].[CH3:26][O:27][C:28]1[CH:29]=[C:30]([CH:45]=[CH:46][CH:47]=1)[N:31]=[CH:32][C:33]1[CH:38]=[CH:37][CH:36]=[C:35]([C:39]2[CH:40]=[N:41][CH:42]=[N:43][CH:44]=2)[CH:34]=1, predict the reaction product. The product is: [NH:12]1[C:13]2[C:18](=[CH:17][CH:16]=[CH:15][CH:14]=2)[C:10]([C:8](=[O:9])[CH:32]([NH:31][C:30]2[CH:45]=[CH:46][CH:47]=[C:28]([O:27][CH3:26])[CH:29]=2)[C:33]2[CH:38]=[CH:37][CH:36]=[C:35]([C:39]3[CH:40]=[N:41][CH:42]=[N:43][CH:44]=3)[CH:34]=2)=[CH:11]1. (2) Given the reactants [CH3:1][N:2]1[CH:17]=[CH:16][C:5]2[N:6]=[C:7]([C:10]3[CH:11]=[N:12][N:13]([CH3:15])[CH:14]=3)[N:8]=[CH:9][C:4]=2[C:3]1=[O:18].[Br:19]Br.O, predict the reaction product. The product is: [Br:19][C:16]1[C:5]2[N:6]=[C:7]([C:10]3[CH:11]=[N:12][N:13]([CH3:15])[CH:14]=3)[N:8]=[CH:9][C:4]=2[C:3](=[O:18])[N:2]([CH3:1])[CH:17]=1. (3) Given the reactants [O:1]1[CH:5]=[CH:4][C:3](B(O)O)=[CH:2]1.[NH2:9][C:10]1[N:11]=[C:12]([N:21]2[CH2:26][CH2:25][N:24]([C:27](=[O:37])[CH2:28][O:29][C:30]3[CH:35]=[CH:34][C:33]([Cl:36])=[CH:32][CH:31]=3)[CH2:23][CH2:22]2)[C:13]2[N:19]=[C:18](Cl)[CH:17]=[CH:16][C:14]=2[N:15]=1, predict the reaction product. The product is: [NH2:9][C:10]1[N:11]=[C:12]([N:21]2[CH2:22][CH2:23][N:24]([C:27](=[O:37])[CH2:28][O:29][C:30]3[CH:35]=[CH:34][C:33]([Cl:36])=[CH:32][CH:31]=3)[CH2:25][CH2:26]2)[C:13]2[N:19]=[C:18]([C:3]3[CH:4]=[CH:5][O:1][CH:2]=3)[CH:17]=[CH:16][C:14]=2[N:15]=1.